Task: Predict the reactants needed to synthesize the given product.. Dataset: Full USPTO retrosynthesis dataset with 1.9M reactions from patents (1976-2016) (1) The reactants are: Br[C:2]1[CH:7]=[CH:6][C:5]([C:8]2[O:12][N:11]=[C:10]([CH3:13])[C:9]=2[CH2:14][NH:15][CH2:16][CH:17]2[CH2:22][CH2:21][CH2:20][CH2:19][CH2:18]2)=[CH:4][CH:3]=1.[CH2:23]([O:25][C:26]([C:28]1([C:31]2[CH:36]=[CH:35][C:34](B3OC(C)(C)C(C)(C)O3)=[CH:33][CH:32]=2)[CH2:30][CH2:29]1)=[O:27])[CH3:24]. Given the product [CH2:23]([O:25][C:26]([C:28]1([C:31]2[CH:36]=[CH:35][C:34]([C:2]3[CH:7]=[CH:6][C:5]([C:8]4[O:12][N:11]=[C:10]([CH3:13])[C:9]=4[CH2:14][NH:15][CH2:16][CH:17]4[CH2:22][CH2:21][CH2:20][CH2:19][CH2:18]4)=[CH:4][CH:3]=3)=[CH:33][CH:32]=2)[CH2:29][CH2:30]1)=[O:27])[CH3:24], predict the reactants needed to synthesize it. (2) Given the product [F:1][C:2]1[CH:3]=[CH:4][C:5]([C:8]2[CH:16]=[C:15]3[C:11](/[C:12](=[CH:18]/[C:20]4[NH:21][C:22]([CH3:40])=[C:23]([S:30]([C:33]5[CH:34]=[CH:35][C:36]([CH3:39])=[CH:37][CH:38]=5)(=[O:31])=[O:32])[C:24]=4[CH2:25][CH2:26][C:27]([OH:29])=[O:28])/[C:13](=[O:17])[NH:14]3)=[CH:10][CH:9]=2)=[CH:6][CH:7]=1, predict the reactants needed to synthesize it. The reactants are: [F:1][C:2]1[CH:7]=[CH:6][C:5]([C:8]2[CH:16]=[C:15]3[C:11]([CH2:12][C:13](=[O:17])[NH:14]3)=[CH:10][CH:9]=2)=[CH:4][CH:3]=1.[CH:18]([C:20]1[NH:21][C:22]([CH3:40])=[C:23]([S:30]([C:33]2[CH:38]=[CH:37][C:36]([CH3:39])=[CH:35][CH:34]=2)(=[O:32])=[O:31])[C:24]=1[CH2:25][CH2:26][C:27]([OH:29])=[O:28])=O.N1CCCCC1. (3) Given the product [Br:1][C:2]1[CH:3]=[C:4]([CH3:9])[C:5](=[O:8])[N:6]([CH:10]([CH3:12])[CH3:11])[CH:7]=1, predict the reactants needed to synthesize it. The reactants are: [Br:1][C:2]1[CH:3]=[C:4]([CH3:9])[C:5]([OH:8])=[N:6][CH:7]=1.[CH:10](Br)([CH3:12])[CH3:11]. (4) Given the product [Cl:36][C:33]1[CH:34]=[CH:35][C:30]([NH:29][C:27]([C:26]2[CH:25]=[C:24]([NH:23][C:3]([CH:5]3[C:13]4[C:8](=[CH:9][CH:10]=[C:11]([C:14](=[O:18])[CH3:19])[CH:12]=4)[N:7]([CH2:20][CH3:21])[C:6]3=[O:22])=[O:4])[CH:39]=[CH:38][CH:37]=2)=[O:28])=[CH:31][CH:32]=1, predict the reactants needed to synthesize it. The reactants are: CO[C:3]([CH:5]1[C:13]2[C:8](=[CH:9][CH:10]=[C:11]([C:14]3([CH3:19])[O:18]CCO3)[CH:12]=2)[N:7]([CH2:20][CH3:21])[C:6]1=[O:22])=[O:4].[NH2:23][C:24]1[CH:25]=[C:26]([CH:37]=[CH:38][CH:39]=1)[C:27]([NH:29][C:30]1[CH:35]=[CH:34][C:33]([Cl:36])=[CH:32][CH:31]=1)=[O:28]. (5) Given the product [Cl:1][C:2]1[CH:7]=[C:6]([Cl:8])[CH:5]=[CH:4][C:3]=1[CH:9]1[S:15][C:14]([CH3:17])([CH3:16])[CH2:13][N:12]([CH2:23][CH:24]([OH:25])[C:26]([F:29])([F:28])[F:27])[C:11]2[N:18]([CH3:22])[N:19]=[C:20]([CH3:21])[C:10]1=2, predict the reactants needed to synthesize it. The reactants are: [Cl:1][C:2]1[CH:7]=[C:6]([Cl:8])[CH:5]=[CH:4][C:3]=1[CH:9]1[S:15][C:14]([CH3:17])([CH3:16])[CH2:13][NH:12][C:11]2[N:18]([CH3:22])[N:19]=[C:20]([CH3:21])[C:10]1=2.[CH2:23]1[O:25][CH:24]1[C:26]([F:29])([F:28])[F:27].[O-]S(C(F)(F)F)(=O)=O.[Yb+3].[O-]S(C(F)(F)F)(=O)=O.[O-]S(C(F)(F)F)(=O)=O.C(=O)(O)[O-].[Na+].